From a dataset of Full USPTO retrosynthesis dataset with 1.9M reactions from patents (1976-2016). Predict the reactants needed to synthesize the given product. (1) Given the product [F:1][C:2]1[CH:3]=[C:4]([N:17]2[C:22](=[O:23])[CH2:21][CH:19]([C:18]([OH:26])=[O:25])[CH2:20]2)[CH:5]=[CH:6][C:7]=1[O:8][CH2:9][C:10]1[CH:15]=[CH:14][CH:13]=[C:12]([F:16])[CH:11]=1, predict the reactants needed to synthesize it. The reactants are: [F:1][C:2]1[CH:3]=[C:4]([NH2:17])[CH:5]=[CH:6][C:7]=1[O:8][CH2:9][C:10]1[CH:15]=[CH:14][CH:13]=[C:12]([F:16])[CH:11]=1.[C:18]([OH:26])(=[O:25])[C:19]([CH2:21][C:22](O)=[O:23])=[CH2:20]. (2) Given the product [CH3:20][C:21]1[CH:26]=[CH:25][C:24]([S:27]([O:30][CH2:31][C:32]2([CH2:39][O:40][S:41]([C:44]3[CH:45]=[CH:46][C:47]([CH3:50])=[CH:48][CH:49]=3)(=[O:43])=[O:42])[CH2:33][CH2:34][C:35]([OH:38])([C:2]3[CH:7]=[CH:6][CH:5]=[C:4]([O:8][C:9]4[CH:14]=[CH:13][CH:12]=[CH:11][CH:10]=4)[CH:3]=3)[CH2:36][CH2:37]2)(=[O:28])=[O:29])=[CH:23][CH:22]=1, predict the reactants needed to synthesize it. The reactants are: Br[C:2]1[CH:7]=[CH:6][CH:5]=[C:4]([O:8][C:9]2[CH:14]=[CH:13][CH:12]=[CH:11][CH:10]=2)[CH:3]=1.[Li]CCCC.[CH3:20][C:21]1[CH:26]=[CH:25][C:24]([S:27]([O:30][CH2:31][C:32]2([CH2:39][O:40][S:41]([C:44]3[CH:49]=[CH:48][C:47]([CH3:50])=[CH:46][CH:45]=3)(=[O:43])=[O:42])[CH2:37][CH2:36][C:35](=[O:38])[CH2:34][CH2:33]2)(=[O:29])=[O:28])=[CH:23][CH:22]=1. (3) Given the product [CH2:1]([N:8]1[C:16]2[C:15](=[O:17])[NH:14][CH:13]=[N:12][C:11]=2[C:10]([C:18]([OH:20])=[O:19])=[CH:9]1)[C:2]1[CH:7]=[CH:6][CH:5]=[CH:4][CH:3]=1, predict the reactants needed to synthesize it. The reactants are: [CH2:1]([N:8]1[C:16]2[C:15](=[O:17])[NH:14][CH:13]=[N:12][C:11]=2[C:10]([C:18]([O:20]CC)=[O:19])=[CH:9]1)[C:2]1[CH:7]=[CH:6][CH:5]=[CH:4][CH:3]=1.O.[OH-].[Li+].